Predict the reaction yield, written as a fraction of the theoretical maximum amount of product (1.0 means a 100% yield; for example, 0.34 means a 34% yield). From a dataset of Reaction yield outcomes from USPTO patents with 853,638 reactions. (1) The reactants are C[O:2][C:3]([C:5]1[C:6]([C:11]2[C:16]([F:17])=[CH:15][CH:14]=[CH:13][C:12]=2[F:18])=[N:7][O:8][C:9]=1[CH3:10])=[O:4].[OH-].[Na+]. The catalyst is CO. The product is [C:3]([C:5]1[C:6]([C:11]2[C:12]([F:18])=[CH:13][CH:14]=[CH:15][C:16]=2[F:17])=[N:7][O:8][C:9]=1[CH3:10])([OH:4])=[O:2]. The yield is 0.930. (2) The reactants are Br[CH2:2][C:3]1[CH:10]=[CH:9][C:6]([CH:7]=[O:8])=[CH:5][C:4]=1[Cl:11].C([O-])([O-])=O.[K+].[K+].[NH2:18][C:19]1[CH:24]=[CH:23][CH:22]=[CH:21][N:20]=1. The catalyst is CN(C)C(=O)C.O. The product is [Cl:11][C:4]1[CH:5]=[C:6]([CH:9]=[CH:10][C:3]=1[CH2:2][NH:18][C:19]1[CH:24]=[CH:23][CH:22]=[CH:21][N:20]=1)[CH:7]=[O:8]. The yield is 0.500. (3) The reactants are [NH2:1][C@H:2]([C:8]([OH:10])=[O:9])[CH2:3][CH2:4][C:5](=[O:7])[NH2:6].[CH2:11]([N:18]=[C:19]=[O:20])[C:12]1[CH:17]=[CH:16][CH:15]=[CH:14][CH:13]=1. No catalyst specified. The product is [CH2:11]([NH:18][C:19]([NH:1][C@H:2]([C:8]([OH:10])=[O:9])[CH2:3][CH2:4][C:5](=[O:7])[NH2:6])=[O:20])[C:12]1[CH:17]=[CH:16][CH:15]=[CH:14][CH:13]=1. The yield is 0.680. (4) The reactants are [N:1]([C:4]1[CH:11]=[CH:10][C:7]([C:8]#[N:9])=[C:6]([C:12]([F:15])([F:14])[F:13])[CH:5]=1)=[C:2]=[S:3].[C:16]([C:18]1([NH:22][C:23]2[CH:31]=[CH:30][C:26]([C:27](O)=[O:28])=[CH:25][CH:24]=2)[CH2:21][CH2:20][CH2:19]1)#N.[CH3:32][OH:33].Cl.CN(C=[O:39])C. The catalyst is O. The product is [CH3:32][O:33][C:27](=[O:28])[C:26]1[CH:30]=[CH:31][C:23]([N:22]2[C:2](=[S:3])[N:1]([C:4]3[CH:11]=[CH:10][C:7]([C:8]#[N:9])=[C:6]([C:12]([F:13])([F:15])[F:14])[CH:5]=3)[C:16](=[O:39])[C:18]32[CH2:21][CH2:20][CH2:19]3)=[CH:24][CH:25]=1. The yield is 0.120. (5) The reactants are [Br:1][C:2]1[CH:3]=[C:4]([C:8]2[CH:28]=[C:11]3[N:12]=[C:13]([CH3:27])[C:14]([C@H:17]([O:22][C:23]([CH3:26])([CH3:25])[CH3:24])[C:18]([O:20][CH3:21])=[O:19])=[C:15](I)[N:10]3[N:9]=2)[CH:5]=[CH:6][CH:7]=1.[CH2:29]([N:32]1[CH2:37][CH2:36][O:35][C:34]2[CH:38]=[C:39]([F:51])[C:40](B3OC(C)(C)C(C)(C)O3)=[CH:41][C:33]1=2)[CH:30]=[CH2:31].C([O-])([O-])=O.[Na+].[Na+].N#N. The catalyst is CN(C=O)C.C1C=CC([P]([Pd]([P](C2C=CC=CC=2)(C2C=CC=CC=2)C2C=CC=CC=2)([P](C2C=CC=CC=2)(C2C=CC=CC=2)C2C=CC=CC=2)[P](C2C=CC=CC=2)(C2C=CC=CC=2)C2C=CC=CC=2)(C2C=CC=CC=2)C2C=CC=CC=2)=CC=1. The product is [CH2:29]([N:32]1[CH2:37][CH2:36][O:35][C:34]2[CH:38]=[C:39]([F:51])[C:40]([C:15]3[N:10]4[N:9]=[C:8]([C:4]5[CH:5]=[CH:6][CH:7]=[C:2]([Br:1])[CH:3]=5)[CH:28]=[C:11]4[N:12]=[C:13]([CH3:27])[C:14]=3[C@H:17]([O:22][C:23]([CH3:26])([CH3:25])[CH3:24])[C:18]([O:20][CH3:21])=[O:19])=[CH:41][C:33]1=2)[CH:30]=[CH2:31]. The yield is 0.295. (6) The reactants are CC1(C)C(C)(C)OB([C:9]2[CH:10]=[CH:11][C:12]([O:17][C:18]([F:21])([F:20])[F:19])=[C:13]([CH:16]=2)[CH:14]=[O:15])O1.Cl[C:24]1[CH:31]=[CH:30][C:27]([C:28]#[N:29])=[CH:26][C:25]=1[F:32].C(=O)([O-])[O-].[K+].[K+]. The catalyst is C1COCC1.O.C1C=CC([P]([Pd]([P](C2C=CC=CC=2)(C2C=CC=CC=2)C2C=CC=CC=2)([P](C2C=CC=CC=2)(C2C=CC=CC=2)C2C=CC=CC=2)[P](C2C=CC=CC=2)(C2C=CC=CC=2)C2C=CC=CC=2)(C2C=CC=CC=2)C2C=CC=CC=2)=CC=1. The product is [F:32][C:25]1[CH:26]=[C:27]([C:28]#[N:29])[CH:30]=[CH:31][C:24]=1[C:9]1[CH:10]=[CH:11][C:12]([O:17][C:18]([F:19])([F:20])[F:21])=[C:13]([CH:14]=[O:15])[CH:16]=1. The yield is 0.270. (7) The reactants are [CH2:1]([C:8]1([NH:11][C:12](=[O:15])[CH2:13][CH3:14])[CH2:10][CH2:9]1)[C:2]1[CH:7]=[CH:6][CH:5]=[CH:4][CH:3]=1.[N+:16]([O-])([O-:18])=[O:17].[K+].[OH-].[Na+]. The catalyst is OS(O)(=O)=O. The product is [N+:16]([C:5]1[CH:6]=[CH:7][C:2]([CH2:1][C:8]2([NH:11][C:12](=[O:15])[CH2:13][CH3:14])[CH2:9][CH2:10]2)=[CH:3][CH:4]=1)([O-:18])=[O:17]. The yield is 0.370.